From a dataset of Forward reaction prediction with 1.9M reactions from USPTO patents (1976-2016). Predict the product of the given reaction. (1) Given the reactants [CH3:1][C:2]1([CH3:16])[CH2:6][O:5][C:4]([C:7]2[C:12]([F:13])=[CH:11][C:10]([F:14])=[CH:9][C:8]=2F)=[N:3]1.[CH3:17][Mg]Br, predict the reaction product. The product is: [F:13][C:12]1[CH:11]=[C:10]([F:14])[CH:9]=[C:8]([CH3:17])[C:7]=1[C:4]1[O:5][CH2:6][C:2]([CH3:1])([CH3:16])[N:3]=1. (2) Given the reactants [C:1]([O:4][C@@H:5]1[C@@H:10]([O:11][C:12](=[O:14])[CH3:13])[C@H:9]([O:15][C:16](=[O:18])[CH3:17])[C@@H:8]([O:19]/[C:20](/[C:29]([O:31][CH2:32][CH3:33])=[O:30])=[CH:21]\[C:22]2[CH:27]=[CH:26][CH:25]=[CH:24][C:23]=2F)[O:7][C@H:6]1[CH2:34][O:35][C:36](=[O:38])[CH3:37])(=[O:3])[CH3:2].C1(CC(=O)C(OCC)=O)C=CC=CC=1.[H-].[Na+].[Br-].C(O[C@@H]1[C@@H](OC(=O)C)[C@@H](OC(=O)C)[C@@H](COC(=O)C)O[C@@H]1O)(=O)C, predict the reaction product. The product is: [C:1]([O:4][C@H:5]1[C@@H:10]([O:11][C:12](=[O:14])[CH3:13])[C@H:9]([O:15][C:16](=[O:18])[CH3:17])[C@@H:8]([O:19]/[C:20](/[C:29]([O:31][CH2:32][CH3:33])=[O:30])=[CH:21]\[C:22]2[CH:27]=[CH:26][CH:25]=[CH:24][CH:23]=2)[O:7][C@H:6]1[CH2:34][O:35][C:36](=[O:38])[CH3:37])(=[O:3])[CH3:2]. (3) Given the reactants Cl[C:2]1[N:3]=[N:4][C:5](Cl)=[CH:6][C:7]=1[CH2:8][NH:9][C:10](=[O:17])[C:11]1[CH:16]=[CH:15][CH:14]=[CH:13][CH:12]=1.C(N(CC)CC)C.C(O)C, predict the reaction product. The product is: [N:4]1[CH:5]=[CH:6][C:7]([CH2:8][NH:9][C:10](=[O:17])[C:11]2[CH:12]=[CH:13][CH:14]=[CH:15][CH:16]=2)=[CH:2][N:3]=1. (4) Given the reactants [C:1]([C:5]1[CH:10]=[CH:9][C:8]([CH:11]([NH:21][C:22]([NH:24][C:25]2[CH:30]=[CH:29][C:28]([CH3:31])=[C:27]([S:32]([CH3:35])(=[O:34])=[O:33])[CH:26]=2)=[O:23])[C:12]2[CH:20]=[CH:19][C:15]([C:16](O)=[O:17])=[CH:14][CH:13]=2)=[CH:7][CH:6]=1)([CH3:4])([CH3:3])[CH3:2].OC1C2N=NNC=2C=CC=1.Cl.CN(C)CCCN=C=NCC.[NH2:58][CH2:59][CH2:60][S:61]([OH:64])(=[O:63])=[O:62].C(N(C(C)C)CC)(C)C.S([O-])(O)(=O)=O.[Na+], predict the reaction product. The product is: [C:1]([C:5]1[CH:10]=[CH:9][C:8]([CH:11]([NH:21][C:22]([NH:24][C:25]2[CH:30]=[CH:29][C:28]([CH3:31])=[C:27]([S:32]([CH3:35])(=[O:33])=[O:34])[CH:26]=2)=[O:23])[C:12]2[CH:20]=[CH:19][C:15]([C:16]([NH:58][CH2:59][CH2:60][S:61]([OH:64])(=[O:63])=[O:62])=[O:17])=[CH:14][CH:13]=2)=[CH:7][CH:6]=1)([CH3:4])([CH3:3])[CH3:2]. (5) The product is: [NH2:1][C:2]1[C:7]2[C:8](=[O:28])[N:9]([C:13]3[CH:14]=[CH:15][C:16]([C:30]4[C:31]([C:32]#[N:33])=[CH:34][C:35]([Cl:38])=[CH:36][CH:37]=4)=[CH:17][CH:18]=3)[CH2:10][CH2:11][O:12][C:6]=2[N:5]=[CH:4][N:3]=1. Given the reactants [NH2:1][C:2]1[C:7]2[C:8](=[O:28])[N:9]([C:13]3[CH:18]=[CH:17][C:16](B4OC(C)(C)C(C)(C)O4)=[CH:15][CH:14]=3)[CH2:10][CH2:11][O:12][C:6]=2[N:5]=[CH:4][N:3]=1.Br[C:30]1[CH:37]=[CH:36][C:35]([Cl:38])=[CH:34][C:31]=1[C:32]#[N:33].P([O-])([O-])([O-])=O.[K+].[K+].[K+].C(O)C, predict the reaction product. (6) Given the reactants [Br:1][C:2]1[CH:11]=[C:10]2[C:5]([C:6](O)=[C:7]([N+:12]([O-:14])=[O:13])[CH:8]=[N:9]2)=[CH:4][CH:3]=1.P(Cl)(Cl)(Cl)=O.[NH2:21][C:22]1[CH:23]=[C:24]([CH:30]=[CH:31][CH:32]=1)[C:25]([O:27][CH2:28][CH3:29])=[O:26], predict the reaction product. The product is: [Br:1][C:2]1[CH:11]=[C:10]2[C:5]([C:6]([NH:21][C:22]3[CH:23]=[C:24]([CH:30]=[CH:31][CH:32]=3)[C:25]([O:27][CH2:28][CH3:29])=[O:26])=[C:7]([N+:12]([O-:14])=[O:13])[CH:8]=[N:9]2)=[CH:4][CH:3]=1. (7) The product is: [CH:1]1[C:13]2[CH:12]([CH2:14][O:15][C:16](=[O:29])[NH:17][CH2:18][C:19](=[O:28])[NH:20][C:21]3[CH:26]=[CH:25][CH:24]=[CH:23][C:22]=3[NH:27][C:40](=[O:41])[CH2:39][CH2:38][NH2:37])[C:11]3[C:6](=[CH:7][CH:8]=[CH:9][CH:10]=3)[C:5]=2[CH:4]=[CH:3][CH:2]=1. Given the reactants [CH:1]1[C:13]2[CH:12]([CH2:14][O:15][C:16](=[O:29])[NH:17][CH2:18][C:19](=[O:28])[NH:20][C:21]3[CH:26]=[CH:25][CH:24]=[CH:23][C:22]=3[NH2:27])[C:11]3[C:6](=[CH:7][CH:8]=[CH:9][CH:10]=3)[C:5]=2[CH:4]=[CH:3][CH:2]=1.C(OC([NH:37][CH2:38][CH2:39][C:40](O)=[O:41])=O)(C)(C)C, predict the reaction product.